From a dataset of NCI-60 drug combinations with 297,098 pairs across 59 cell lines. Regression. Given two drug SMILES strings and cell line genomic features, predict the synergy score measuring deviation from expected non-interaction effect. (1) Cell line: ACHN. Synergy scores: CSS=38.9, Synergy_ZIP=-2.94, Synergy_Bliss=-4.58, Synergy_Loewe=-45.9, Synergy_HSA=-3.05. Drug 1: C1CN1P(=S)(N2CC2)N3CC3. Drug 2: C(CN)CNCCSP(=O)(O)O. (2) Cell line: NCI/ADR-RES. Drug 2: C1CCC(C(C1)N)N.C(=O)(C(=O)[O-])[O-].[Pt+4]. Drug 1: CC1CCC2CC(C(=CC=CC=CC(CC(C(=O)C(C(C(=CC(C(=O)CC(OC(=O)C3CCCCN3C(=O)C(=O)C1(O2)O)C(C)CC4CCC(C(C4)OC)O)C)C)O)OC)C)C)C)OC. Synergy scores: CSS=25.2, Synergy_ZIP=-11.3, Synergy_Bliss=-3.06, Synergy_Loewe=2.00, Synergy_HSA=2.09. (3) Drug 1: CN1C2=C(C=C(C=C2)N(CCCl)CCCl)N=C1CCCC(=O)O.Cl. Drug 2: C(CCl)NC(=O)N(CCCl)N=O. Cell line: EKVX. Synergy scores: CSS=3.98, Synergy_ZIP=-1.99, Synergy_Bliss=-0.955, Synergy_Loewe=0.0305, Synergy_HSA=-0.359. (4) Drug 1: CC1=CC2C(CCC3(C2CCC3(C(=O)C)OC(=O)C)C)C4(C1=CC(=O)CC4)C. Drug 2: CCC1=C2CN3C(=CC4=C(C3=O)COC(=O)C4(CC)O)C2=NC5=C1C=C(C=C5)O. Cell line: A549. Synergy scores: CSS=23.8, Synergy_ZIP=-1.34, Synergy_Bliss=2.73, Synergy_Loewe=-16.3, Synergy_HSA=5.00. (5) Drug 1: CC=C1C(=O)NC(C(=O)OC2CC(=O)NC(C(=O)NC(CSSCCC=C2)C(=O)N1)C(C)C)C(C)C. Drug 2: COC1=C2C(=CC3=C1OC=C3)C=CC(=O)O2. Cell line: SF-268. Synergy scores: CSS=58.1, Synergy_ZIP=2.96, Synergy_Bliss=1.15, Synergy_Loewe=-60.8, Synergy_HSA=0.0987. (6) Drug 1: CCCS(=O)(=O)NC1=C(C(=C(C=C1)F)C(=O)C2=CNC3=C2C=C(C=N3)C4=CC=C(C=C4)Cl)F. Drug 2: CC1CCC2CC(C(=CC=CC=CC(CC(C(=O)C(C(C(=CC(C(=O)CC(OC(=O)C3CCCCN3C(=O)C(=O)C1(O2)O)C(C)CC4CCC(C(C4)OC)O)C)C)O)OC)C)C)C)OC. Cell line: OVCAR-8. Synergy scores: CSS=34.5, Synergy_ZIP=8.70, Synergy_Bliss=11.4, Synergy_Loewe=-7.22, Synergy_HSA=9.63. (7) Drug 1: CCC1=C2CN3C(=CC4=C(C3=O)COC(=O)C4(CC)O)C2=NC5=C1C=C(C=C5)O. Drug 2: C1C(C(OC1N2C=NC(=NC2=O)N)CO)O. Cell line: K-562. Synergy scores: CSS=55.8, Synergy_ZIP=-0.473, Synergy_Bliss=-0.762, Synergy_Loewe=-5.70, Synergy_HSA=6.43.